Task: Predict the reactants needed to synthesize the given product.. Dataset: Full USPTO retrosynthesis dataset with 1.9M reactions from patents (1976-2016) (1) Given the product [F:39][C:24]([F:23])([F:38])[C:25]1[C:26]([N:31]2[CH2:36][CH2:35][N:34]([C:2]3[N:6]([CH2:7][O:8][CH2:9][CH2:10][Si:11]([CH3:14])([CH3:13])[CH3:12])[C:5]4[CH:15]=[CH:16][C:17]([C:19]([F:22])([F:21])[F:20])=[CH:18][C:4]=4[N:3]=3)[C:33](=[O:37])[CH2:32]2)=[N:27][CH:28]=[CH:29][CH:30]=1, predict the reactants needed to synthesize it. The reactants are: Cl[C:2]1[N:6]([CH2:7][O:8][CH2:9][CH2:10][Si:11]([CH3:14])([CH3:13])[CH3:12])[C:5]2[CH:15]=[CH:16][C:17]([C:19]([F:22])([F:21])[F:20])=[CH:18][C:4]=2[N:3]=1.[F:23][C:24]([F:39])([F:38])[C:25]1[C:26]([N:31]2[CH2:36][CH2:35][NH:34][C:33](=[O:37])[CH2:32]2)=[N:27][CH:28]=[CH:29][CH:30]=1.C1(P(C2C=CC=CC=2)C2C3OC4C(=CC=CC=4P(C4C=CC=CC=4)C4C=CC=CC=4)C(C)(C)C=3C=CC=2)C=CC=CC=1.C(=O)([O-])[O-].[Cs+].[Cs+]. (2) Given the product [CH2:1]([O:3][C:4]([C:6]1([C:9]2[CH:10]=[CH:11][C:12]([C:15]3[CH:20]=[CH:19][C:18]([C:21]4[O:25][N:24]=[C:23]([CH3:26])[C:22]=4[NH:27][C:37]4[CH:38]=[CH:39][CH:40]=[C:35]([C:33](=[O:34])[NH:32][CH2:31][CH2:30][N:29]([CH3:28])[CH3:42])[N:36]=4)=[CH:17][CH:16]=3)=[CH:13][CH:14]=2)[CH2:8][CH2:7]1)=[O:5])[CH3:2], predict the reactants needed to synthesize it. The reactants are: [CH2:1]([O:3][C:4]([C:6]1([C:9]2[CH:14]=[CH:13][C:12]([C:15]3[CH:20]=[CH:19][C:18]([C:21]4[O:25][N:24]=[C:23]([CH3:26])[C:22]=4[NH2:27])=[CH:17][CH:16]=3)=[CH:11][CH:10]=2)[CH2:8][CH2:7]1)=[O:5])[CH3:2].[CH3:28][N:29]([CH3:42])[CH2:30][CH2:31][NH:32][C:33]([C:35]1[CH:40]=[CH:39][CH:38]=[C:37](Br)[N:36]=1)=[O:34]. (3) Given the product [ClH:30].[NH:5]1[C:13]2[C:8](=[CH:9][C:10]([O:14][C@H:15]3[CH2:20][CH2:19][C@H:18]([N:25]([CH3:24])[CH3:1])[CH2:17][CH2:16]3)=[CH:11][CH:12]=2)[CH:7]=[N:6]1, predict the reactants needed to synthesize it. The reactants are: [C:1](O)(=O)C.[NH:5]1[C:13]2[C:8](=[CH:9][C:10]([O:14][C@H:15]3[CH2:20][CH2:19][C@H:18](N)[CH2:17][CH2:16]3)=[CH:11][CH:12]=2)[CH:7]=[N:6]1.C=O.[C:24]([BH3-])#[N:25].[Na+].[OH-].[Na+].[ClH:30].C(OCC)C. (4) Given the product [Cl:1][C:2]1[C:10]([C:11]2[C:12]([CH3:25])=[N:13][N:14]([CH2:17][CH2:18][N:19]3[CH2:20][CH2:21][O:22][CH2:23][CH2:24]3)[C:15]=2[CH3:16])=[C:9]2[C:5]([C:6]([CH2:33][CH2:34][CH2:35][O:36][C:37]3[CH:42]=[C:41]([CH3:43])[C:40]([Cl:44])=[C:39]([CH3:45])[CH:38]=3)=[C:7]([CH3:32])[N:8]2[CH2:26][CH2:27][C:28]([OH:30])=[O:29])=[CH:4][CH:3]=1, predict the reactants needed to synthesize it. The reactants are: [Cl:1][C:2]1[C:10]([C:11]2[C:12]([CH3:25])=[N:13][N:14]([CH2:17][CH2:18][N:19]3[CH2:24][CH2:23][O:22][CH2:21][CH2:20]3)[C:15]=2[CH3:16])=[C:9]2[C:5]([C:6]([CH2:33][CH2:34][CH2:35][O:36][C:37]3[CH:42]=[C:41]([CH3:43])[C:40]([Cl:44])=[C:39]([CH3:45])[CH:38]=3)=[C:7]([CH3:32])[N:8]2[CH2:26][CH2:27][C:28]([O:30]C)=[O:29])=[CH:4][CH:3]=1.[OH-].[Na+]. (5) Given the product [CH3:30][O:29][C:27]([N:16]1[CH2:15][CH2:14][N:13]([CH:10]([CH2:11][CH3:12])[C:9]#[C:8][C:4]2[CH:5]=[CH:6][CH:7]=[C:2]([Cl:1])[CH:3]=2)[CH2:18][CH2:17]1)=[O:28], predict the reactants needed to synthesize it. The reactants are: [Cl:1][C:2]1[CH:3]=[C:4]([C:8]#[C:9][CH:10]([N:13]2[CH2:18][CH2:17][NH:16][CH2:15][CH2:14]2)[CH2:11][CH3:12])[CH:5]=[CH:6][CH:7]=1.C(N(CC)CC)C.Cl[C:27]([O:29][CH3:30])=[O:28]. (6) Given the product [CH2:1]([O:4][C:5]1([CH3:27])[CH2:10][CH2:9][N:8]([C:11]2[N:16]3[N:17]=[C:18]([Br:20])[CH:19]=[C:15]3[N:14]=[C:13]([CH3:21])[C:12]=2[C:22](=[O:31])[C:23]([O:25][CH3:26])=[O:24])[CH2:7][CH2:6]1)[CH:2]=[CH2:3], predict the reactants needed to synthesize it. The reactants are: [CH2:1]([O:4][C:5]1([CH3:27])[CH2:10][CH2:9][N:8]([C:11]2[N:16]3[N:17]=[C:18]([Br:20])[CH:19]=[C:15]3[N:14]=[C:13]([CH3:21])[C:12]=2[CH2:22][C:23]([O:25][CH3:26])=[O:24])[CH2:7][CH2:6]1)[CH:2]=[CH2:3].CC([OH:31])C.C(=O)=O.C[Si]([N-][Si](C)(C)C)(C)C.[K+].C1(C2ON2S(C2C=CC=CC=2)(=O)=O)C=CC=CC=1.C(=O)(O)[O-].[Na+].CC(OI1(OC(C)=O)(OC(C)=O)OC(=O)C2C=CC=CC1=2)=O. (7) Given the product [CH3:26][CH:25]([CH2:27][CH2:28][CH2:29][C@H:30]([C@@H:32]1[C@:50]2([CH3:51])[C@H:35]([C@H:36]3[C@H:47]([CH2:48][CH2:49]2)[C@:45]2([CH3:46])[C:39]([CH2:40][C@H:41]([CH2:43][CH2:44]2)[OH:42])=[CH:38][CH2:37]3)[CH2:34][CH2:33]1)[CH3:31])[CH3:24].[O:1]1[CH2:6][CH2:5][CH2:4][CH2:3][CH:2]1[O:7][C:8]1[CH:9]=[C:10]([CH:14]=[C:15]([O:17][CH:18]2[CH2:23][CH2:22][CH2:21][CH2:20][O:19]2)[CH:16]=1)[C:11]([OH:13])=[O:12], predict the reactants needed to synthesize it. The reactants are: [O:1]1[CH2:6][CH2:5][CH2:4][CH2:3][CH:2]1[O:7][C:8]1[CH:9]=[C:10]([CH:14]=[C:15]([O:17][CH:18]2[CH2:23][CH2:22][CH2:21][CH2:20][O:19]2)[CH:16]=1)[C:11]([OH:13])=[O:12].[CH3:24][CH:25]([CH2:27][CH2:28][CH2:29][C@H:30]([C@@H:32]1[C@:50]2([CH3:51])[C@H:35]([C@H:36]3[C@H:47]([CH2:48][CH2:49]2)[C@:45]2([CH3:46])[C:39]([CH2:40][C@H:41]([CH2:43][CH2:44]2)[OH:42])=[CH:38][CH2:37]3)[CH2:34][CH2:33]1)[CH3:31])[CH3:26].C1(N=C=NC2CCCCC2)CCCCC1.C([O-])(O)=O.[Na+].